This data is from CYP3A4 inhibition data for predicting drug metabolism from PubChem BioAssay. The task is: Regression/Classification. Given a drug SMILES string, predict its absorption, distribution, metabolism, or excretion properties. Task type varies by dataset: regression for continuous measurements (e.g., permeability, clearance, half-life) or binary classification for categorical outcomes (e.g., BBB penetration, CYP inhibition). Dataset: cyp3a4_veith. (1) The compound is N#CC(c1ccc(Cl)cc1)(c1ncc(C(F)(F)F)cc1Cl)N1CCOCC1. The result is 1 (inhibitor). (2) The molecule is c1cc(CN2CCC3(CCNCC3)CC2)ccn1. The result is 0 (non-inhibitor).